Dataset: Experimental lipophilicity measurements (octanol/water distribution) for 4,200 compounds from AstraZeneca. Task: Regression/Classification. Given a drug SMILES string, predict its absorption, distribution, metabolism, or excretion properties. Task type varies by dataset: regression for continuous measurements (e.g., permeability, clearance, half-life) or binary classification for categorical outcomes (e.g., BBB penetration, CYP inhibition). For this dataset (lipophilicity_astrazeneca), we predict Y. (1) The drug is O=S(=O)(Cc1ccccc1)NCC(c1ccccc1)N1CCCCCC1. The Y is 2.83 logD. (2) The molecule is CN1CCN(C(=O)c2cc3cc(Br)ccc3[nH]2)CC1. The Y is 2.79 logD. (3) The molecule is Cc1ccc(S(=O)(=O)Nc2c(C(=O)N[C@@H](C)C(C)(C)C)c(C)nn2-c2ccccc2)cc1. The Y is 1.44 logD. (4) The compound is COc1cccc(C(=O)N2CCC(n3c(=O)[nH]c4ccccc43)CC2)c1. The Y is 2.65 logD. (5) The drug is CC[C@H](NC(=O)c1c([S+](C)[O-])c(-c2cccs2)nc2ccccc12)c1ccccc1. The Y is 3.56 logD. (6) The compound is CCCCN1Cc2c(nc3cc(-c4ccco4)nn3c2O)C1=O. The Y is 0.800 logD. (7) The drug is CN(C(=O)Cc1ccc(-n2cnnn2)cc1)C1CCN(Cc2nc3c(s2)CCCC3)CC1. The Y is 2.50 logD.